From a dataset of Full USPTO retrosynthesis dataset with 1.9M reactions from patents (1976-2016). Predict the reactants needed to synthesize the given product. Given the product [CH2:7]([O:6][C:4]([C:3]1[N:19]=[C:11]2[N:10]=[C:14]3[N:13]([CH2:18][CH2:17][CH2:16][CH2:15]3)[N:12]2[CH:2]=1)=[O:5])[CH3:8], predict the reactants needed to synthesize it. The reactants are: Br[CH2:2][C:3](=O)[C:4]([O:6][CH2:7][CH3:8])=[O:5].[N:10]1[C:11]([NH2:19])=[N:12][N:13]2[CH2:18][CH2:17][CH2:16][CH2:15][C:14]=12.